From a dataset of Peptide-MHC class II binding affinity with 134,281 pairs from IEDB. Regression. Given a peptide amino acid sequence and an MHC pseudo amino acid sequence, predict their binding affinity value. This is MHC class II binding data. (1) The peptide sequence is IHVLTTPGLNHAFSS. The MHC is H-2-IAb with pseudo-sequence H-2-IAb. The binding affinity (normalized) is 0.735. (2) The peptide sequence is PDAEKIVAAVIEKKL. The MHC is DRB1_0301 with pseudo-sequence DRB1_0301. The binding affinity (normalized) is 0.232. (3) The peptide sequence is IVLNHMTGAQSGKGT. The MHC is DRB3_0202 with pseudo-sequence DRB3_0202. The binding affinity (normalized) is 0.495. (4) The peptide sequence is GVAGLLVALAV. The MHC is HLA-DPA10301-DPB10402 with pseudo-sequence HLA-DPA10301-DPB10402. The binding affinity (normalized) is 0.125. (5) The peptide sequence is KKTRNMTMSMSMILVGV. The MHC is DRB4_0103 with pseudo-sequence DRB4_0103. The binding affinity (normalized) is 0.738. (6) The peptide sequence is DANNYEQQEQASQQI. The MHC is DRB1_1302 with pseudo-sequence DRB1_1302. The binding affinity (normalized) is 0.